The task is: Predict the product of the given reaction.. This data is from Forward reaction prediction with 1.9M reactions from USPTO patents (1976-2016). (1) The product is: [CH3:1][C:2]([O:4][C@H:5]1[C:14]2[C@:15]3([CH3:30])[C:16](=[C:20]([OH:19])[C:21](=[O:22])[C:13]=2[C@@H:8]2[CH2:9][CH2:10][C:11](=[O:12])[C@@:7]2([CH3:31])[CH2:6]1)/[C:17](=[CH:18]\[N:35]([CH2:36][CH:37]=[CH2:38])[CH2:32][CH:33]=[CH2:34])/[C:23](=[O:24])[O:25][C@@H:26]3[CH2:27][O:28][CH3:29])=[O:3]. Given the reactants [CH3:1][C:2]([O:4][C@H:5]1[C:14]2[C@@:15]3([CH3:30])[C@@H:26]([CH2:27][O:28][CH3:29])[O:25][C:23](=[O:24])[C:17]4=[CH:18][O:19][C:20]([C:21](=[O:22])[C:13]=2[C@@H:8]2[CH2:9][CH2:10][C:11](=[O:12])[C@@:7]2([CH3:31])[CH2:6]1)=[C:16]34)=[O:3].[CH2:32]([NH:35][CH2:36][CH:37]=[CH2:38])[CH:33]=[CH2:34], predict the reaction product. (2) Given the reactants [Br:1][C:2]1[CH:3]=[N:4][NH:5][C:6]=1[C:7]1[C:12]([F:13])=[CH:11][CH:10]=[C:9]([N+:14]([O-:16])=[O:15])[C:8]=1[F:17].[CH3:18]I, predict the reaction product. The product is: [Br:1][C:2]1[C:6]([C:7]2[C:12]([F:13])=[CH:11][CH:10]=[C:9]([N+:14]([O-:16])=[O:15])[C:8]=2[F:17])=[N:5][N:4]([CH3:18])[CH:3]=1.